Dataset: Catalyst prediction with 721,799 reactions and 888 catalyst types from USPTO. Task: Predict which catalyst facilitates the given reaction. (1) Reactant: [C:1]([NH:5][N:6]=[CH:7][C:8]1[CH:13]=[CH:12][C:11]([F:14])=[CH:10][CH:9]=1)([CH3:4])([CH3:3])[CH3:2].[C:15]([O:19][CH2:20][CH3:21])(=[O:18])[C:16]#[CH:17].C(O)(=O)C. Product: [CH2:20]([O:19][C:15]([C:16]1[C:7]([C:8]2[CH:9]=[CH:10][C:11]([F:14])=[CH:12][CH:13]=2)=[N:6][N:5]([C:1]([CH3:4])([CH3:2])[CH3:3])[CH:17]=1)=[O:18])[CH3:21]. The catalyst class is: 245. (2) Reactant: [Cl:1][C:2]1[CH:3]=[CH:4][C:5]([CH3:10])=[C:6]([O:8][CH3:9])[CH:7]=1.ClC(Cl)(Cl)C(=N)O[CH2:15][N:16]1[C:24](=[O:25])[C:23]2[C:18](=[CH:19][CH:20]=[CH:21][CH:22]=2)[C:17]1=[O:26].FC(F)(F)S(O[Si](C)(C)C)(=O)=O. Product: [Cl:1][C:2]1[CH:7]=[C:6]([O:8][CH3:9])[C:5]([CH3:10])=[CH:4][C:3]=1[CH2:15][N:16]1[C:24](=[O:25])[C:23]2[C:18](=[CH:19][CH:20]=[CH:21][CH:22]=2)[C:17]1=[O:26]. The catalyst class is: 2. (3) Reactant: [Cl:1][C:2]1[CH:7]=[CH:6][C:5]([NH:8]C(=O)C(C)(C)C)=[C:4]([C:15](=[O:25])[C:16]2[CH:21]=[CH:20][CH:19]=[C:18]([O:22][CH3:23])[C:17]=2[CH3:24])[CH:3]=1.[OH-].[K+]. Product: [NH2:8][C:5]1[CH:6]=[CH:7][C:2]([Cl:1])=[CH:3][C:4]=1[C:15]([C:16]1[CH:21]=[CH:20][CH:19]=[C:18]([O:22][CH3:23])[C:17]=1[CH3:24])=[O:25]. The catalyst class is: 24. (4) Reactant: Cl.[NH2:2][C@H:3]1[CH2:7][CH2:6][C@@H:5]([C:8]([O:10][CH3:11])=[O:9])[CH2:4]1.[Cl:12][C:13]1[CH:25]=[CH:24][C:16]([N:17]([CH2:21][CH2:22]Cl)[CH2:18][CH2:19]Cl)=[CH:15][CH:14]=1.C(=O)([O-])O.[Na+].[I-].[K+]. Product: [Cl:12][C:13]1[CH:25]=[CH:24][C:16]([N:17]2[CH2:21][CH2:22][N:2]([C@H:3]3[CH2:7][CH2:6][C@@H:5]([C:8]([O:10][CH3:11])=[O:9])[CH2:4]3)[CH2:19][CH2:18]2)=[CH:15][CH:14]=1. The catalyst class is: 51. (5) Reactant: COC([C@@H]1[C@H](O)CCN1)=O.C[O:12][C:13]([C@@H:15]1[C@H:19]([OH:20])[CH2:18][CH2:17][N:16]1[C:21](=[O:35])[NH:22][C:23]1[C:32]2[C:27](=[CH:28][CH:29]=[CH:30][CH:31]=2)[C:26]([C:33]#[N:34])=[CH:25][CH:24]=1)=O.C1CCN2C(=NCCC2)CC1. Product: [OH:20][C@H:19]1[C@@H:15]2[N:16]([C:21](=[O:35])[N:22]([C:23]3[C:32]4[C:27](=[CH:28][CH:29]=[CH:30][CH:31]=4)[C:26]([C:33]#[N:34])=[CH:25][CH:24]=3)[C:13]2=[O:12])[CH2:17][CH2:18]1. The catalyst class is: 11. (6) Reactant: [Br:1][C:2]1[C:3]([N:8]2[CH2:11][CH:10]([C:12]([OH:14])=[O:13])[CH2:9]2)=[N:4][CH:5]=[CH:6][CH:7]=1.[C:15](Cl)(=O)C(Cl)=O. Product: [Br:1][C:2]1[C:3]([N:8]2[CH2:11][CH:10]([C:12]([O:14][CH3:15])=[O:13])[CH2:9]2)=[N:4][CH:5]=[CH:6][CH:7]=1. The catalyst class is: 120. (7) Reactant: [CH2:1]([N:8]([CH2:26][C@@H:27]([OH:46])[C@@H:28]([NH:36][C:37]([O:39][CH2:40][C:41]1[S:45][CH:44]=[N:43][CH:42]=1)=[O:38])[CH2:29][C:30]1[CH:35]=[CH:34][CH:33]=[CH:32][CH:31]=1)[C:9](=[O:25])[O:10]CC1C2CC3C(=CC=CC=3)C=2C=CC=1)[C:2]1[CH:7]=[CH:6][CH:5]=[CH:4][CH:3]=1.C(NCC)C.C([O-])(O)=O.[Na+].C(OC(O[C:60]([CH3:63])([CH3:62])[CH3:61])=O)(O[C:60]([CH3:63])([CH3:62])[CH3:61])=O.Cl. Product: [CH2:1]([N:8]([CH2:26][C@@H:27]([OH:46])[C@@H:28]([NH:36][C:37]([O:39][CH2:40][C:41]1[S:45][CH:44]=[N:43][CH:42]=1)=[O:38])[CH2:29][C:30]1[CH:31]=[CH:32][CH:33]=[CH:34][CH:35]=1)[C:9](=[O:25])[O:10][C:60]([CH3:63])([CH3:62])[CH3:61])[C:2]1[CH:7]=[CH:6][CH:5]=[CH:4][CH:3]=1. The catalyst class is: 144. (8) Reactant: [O:1]1[CH2:6][CH2:5][CH:4]([NH:7][C:8]2[N:9]=[CH:10][C:11]3[C:16]4([CH2:19][CH2:18][CH2:17]4)[N:15](C(OCC4C=CC=CC=4)=O)[CH:14](C(OC)=O)[C:12]=3[N:13]=2)[CH2:3][CH2:2]1. Product: [O:1]1[CH2:2][CH2:3][CH:4]([NH:7][C:8]2[N:9]=[CH:10][C:11]3[C:16]4([CH2:19][CH2:18][CH2:17]4)[NH:15][CH2:14][C:12]=3[N:13]=2)[CH2:5][CH2:6]1. The catalyst class is: 33. (9) Reactant: [O:1]([CH2:8][CH2:9][N:10]1[CH:14]=[C:13](/[CH:15]=[CH:16]/[C:17]([O:19]CC)=[O:18])[CH:12]=[N:11]1)[C:2]1[CH:7]=[CH:6][CH:5]=[CH:4][CH:3]=1.[OH-].[K+]. Product: [O:1]([CH2:8][CH2:9][N:10]1[CH:14]=[C:13](/[CH:15]=[CH:16]/[C:17]([OH:19])=[O:18])[CH:12]=[N:11]1)[C:2]1[CH:7]=[CH:6][CH:5]=[CH:4][CH:3]=1. The catalyst class is: 88.